This data is from Peptide-MHC class II binding affinity with 134,281 pairs from IEDB. The task is: Regression. Given a peptide amino acid sequence and an MHC pseudo amino acid sequence, predict their binding affinity value. This is MHC class II binding data. (1) The peptide sequence is PEDSALLEDPAG. The MHC is DRB1_0301 with pseudo-sequence DRB1_0301. The binding affinity (normalized) is 0.00385. (2) The peptide sequence is DEARRMWASAQNISG. The MHC is HLA-DQA10101-DQB10501 with pseudo-sequence HLA-DQA10101-DQB10501. The binding affinity (normalized) is 0.424. (3) The peptide sequence is SVTIKLDGNLLSSND. The MHC is DRB1_0404 with pseudo-sequence DRB1_0404. The binding affinity (normalized) is 0.844. (4) The peptide sequence is MSLLTEVETYVLSIV. The MHC is DRB1_0701 with pseudo-sequence DRB1_0701. The binding affinity (normalized) is 0.604. (5) The peptide sequence is ASTGGAYESYKFIPA. The MHC is DRB1_1001 with pseudo-sequence DRB1_1001. The binding affinity (normalized) is 0.613.